From a dataset of HIV replication inhibition screening data with 41,000+ compounds from the AIDS Antiviral Screen. Binary Classification. Given a drug SMILES string, predict its activity (active/inactive) in a high-throughput screening assay against a specified biological target. (1) The molecule is COc1ccccc1[B-]12OCC[N+]1(CNC(=O)C1=C(O)C(N(C)C)C3CC4C(=C(O)C3(O)C1=O)C(=O)c1c(O)cccc1C4(C)O)CCO2. The result is 0 (inactive). (2) The molecule is COc1ccc2c(c1OC)C1=NCCc3c(OC)c(OC)c(OC)c-2c31. The result is 0 (inactive). (3) The compound is CNC(=O)CCC(NC(C)=O)C(=O)NC(Cc1ccc(NC(=O)CCCCC(C)=O)cc1)C(=O)NC(CCC(=O)NC)C(=O)NC. The result is 0 (inactive). (4) The molecule is NC(CCC(=O)NCP(=O)(O)O)C(=O)O. The result is 0 (inactive). (5) The compound is COc1cc(C=C(C#N)C(=O)c2ccccc2)ccc1O. The result is 0 (inactive). (6) The molecule is Nc1cnn2nnnc2c1Cl. The result is 0 (inactive).